This data is from Peptide-MHC class II binding affinity with 134,281 pairs from IEDB. The task is: Regression. Given a peptide amino acid sequence and an MHC pseudo amino acid sequence, predict their binding affinity value. This is MHC class II binding data. (1) The peptide sequence is EKKYFAATQFEPLAA. The MHC is DRB1_0101 with pseudo-sequence DRB1_0101. The binding affinity (normalized) is 0.647. (2) The peptide sequence is IKYTRPGDSLAEVEL. The MHC is HLA-DQA10301-DQB10302 with pseudo-sequence HLA-DQA10301-DQB10302. The binding affinity (normalized) is 0.528. (3) The peptide sequence is LGASPYKLGPSPKAR. The MHC is HLA-DPA10201-DPB10501 with pseudo-sequence HLA-DPA10201-DPB10501. The binding affinity (normalized) is 0.0677. (4) The peptide sequence is ALTIYEMLQNIFAIF. The MHC is DRB1_0404 with pseudo-sequence DRB1_0404. The binding affinity (normalized) is 0.381. (5) The peptide sequence is MYLGTCKTLTPLMSS. The binding affinity (normalized) is 0.452. The MHC is DRB1_0701 with pseudo-sequence DRB1_0701. (6) The peptide sequence is LFLHLVGFPTHRHIQ. The MHC is DRB5_0101 with pseudo-sequence DRB5_0101. The binding affinity (normalized) is 0.929.